The task is: Predict the reactants needed to synthesize the given product.. This data is from Full USPTO retrosynthesis dataset with 1.9M reactions from patents (1976-2016). (1) Given the product [C:33]1([CH2:32][CH2:31][C:26]2[CH:25]=[CH:24][C:23]([NH2:39])=[C:22]3[C:27]=2[C:28]([OH:30])=[CH:29][C:20]([C:18]([OH:19])=[O:17])=[N:21]3)[CH:38]=[CH:37][CH:36]=[CH:35][CH:34]=1, predict the reactants needed to synthesize it. The reactants are: OC1C2C(=C(N)C=CC=2)N=C(C(O)=O)C=1.C[O:17][C:18]([C:20]1[CH:29]=[C:28]([OH:30])[C:27]2[C:22](=[C:23]([NH2:39])[CH:24]=[CH:25][C:26]=2[CH2:31][CH2:32][C:33]2[CH:38]=[CH:37][CH:36]=[CH:35][CH:34]=2)[N:21]=1)=[O:19]. (2) Given the product [I:3][C:4]1[CH:5]=[N:6][N:7]([CH:13]2[CH2:18][CH2:17][N:16]([C:19]([O:21][C:22]([CH3:25])([CH3:24])[CH3:23])=[O:20])[CH2:15][CH2:14]2)[CH:8]=1, predict the reactants needed to synthesize it. The reactants are: [H-].[Na+].[I:3][C:4]1[CH:5]=[N:6][NH:7][CH:8]=1.S([CH:13]1[CH2:18][CH2:17][N:16]([C:19]([O:21][C:22]([CH3:25])([CH3:24])[CH3:23])=[O:20])[CH2:15][CH2:14]1)(C)(=O)=O.